Dataset: Experimentally validated miRNA-target interactions with 360,000+ pairs, plus equal number of negative samples. Task: Binary Classification. Given a miRNA mature sequence and a target amino acid sequence, predict their likelihood of interaction. (1) The miRNA is mmu-miR-193a-3p with sequence AACUGGCCUACAAAGUCCCAGU. The protein sequence of the target gene is MPTLSVFMDVPLAHKLEGSLLKTYKQDDYPNKIFLAYRVCMTNEGHPWVSLVVQKTRLQISQDPSLNYEYLPTMGLKSFIQASLALLFGKHSQAIVENRVGGVHTVGDSGAFQLGVQFLRAWHKDARIVYIISSQKELHGLVFQDMGFTVYEYSVWDPKKLCMDPDILLNVVEQIPHGCVLVMGNIIDCKLTPSGWAKLMSMIKSKQIFPFFDIPCQGLYTSDLEEDTRILQYFVSQGFEFFCSQSLSKNFGIYDEGVGMLVVVAVNNQQLLCVLSQLEGLAQALWLNPPNTGARVITSI.... Result: 0 (no interaction). (2) The miRNA is hsa-miR-597-5p with sequence UGUGUCACUCGAUGACCACUGU. The protein sequence of the target gene is MIQSQISFEDVAVDFTLEEWQLLNPTQKNLYRDVMLENYSNLVFLEVWLDNPKMWLRDNQDNLKSMERGHKYDVFGKIFNSSINIVHVGLRSHKCGTGEKSLKCPFDLLIPKNNCERKKIDELNKKLLFCIKPGRTHGGIKYCDCSTCRKSSNEEPWLTANHITHTGVYLCMECGRFFNKKSQLVIHQRTHTGEKPYQCSECGKAFSQKSLLTVHQRTHSGEKPHGCSECQKAFSRKSLLILHQRIHTGEKPYGCSECGKAFSRKSQLKRHQITHTIEKPYSCSECGKAFSQKLKLITHQ.... Result: 0 (no interaction).